Dataset: Reaction yield outcomes from USPTO patents with 853,638 reactions. Task: Predict the reaction yield, written as a fraction of the theoretical maximum amount of product (1.0 means a 100% yield; for example, 0.34 means a 34% yield). (1) The reactants are N(C(OCC)=O)=NC(OCC)=O.C1(P(C2C=CC=CC=2)C2C=CC=CC=2)C=CC=CC=1.O[C:33]1[C:34]([C:42]2([CH2:56][OH:57])[C:50](=[O:51])[CH:49]=[C:48]3[S:52][CH2:53][CH2:54][CH2:55][N:46]4[C:47]3=[C:43]2[CH:44]=[CH:45]4)=[CH:35][C:36]2[O:40][CH2:39][O:38][C:37]=2[CH:41]=1. The catalyst is O1CCCC1. The product is [CH2:55]1[N:46]2[C:47]3[C:48](=[CH:49][C:50](=[O:51])[C:42]4([C:34]5=[CH:35][C:36]6[O:40][CH2:39][O:38][C:37]=6[CH:41]=[C:33]5[O:57][CH2:56]4)[C:43]=3[CH:44]=[CH:45]2)[S:52][CH2:53][CH2:54]1. The yield is 0.650. (2) The reactants are OC1C=C(CNC=C2C3C(=CC=C(I)C=3)C(=O)NC2=O)C=CC=1C1C=CC=CC=1.[C:30]([C:34]1[CH:35]=[C:36]2[C:41](=[CH:42][CH:43]=1)[C:40](=[O:44])[NH:39][C:38](=[O:45])[C:37]2=[CH:46]OC)([CH3:33])([CH3:32])[CH3:31].[NH2:49][CH2:50][C:51]1[C:52]([F:63])=[CH:53][C:54]([C:58]2[CH:62]=[CH:61][O:60][CH:59]=2)=[C:55]([OH:57])[CH:56]=1. No catalyst specified. The product is [C:30]([C:34]1[CH:35]=[C:36]2[C:41](=[CH:42][CH:43]=1)[C:40](=[O:44])[NH:39][C:38](=[O:45])[C:37]2=[CH:46][NH:49][CH2:50][C:51]1[CH:56]=[C:55]([OH:57])[C:54]([C:58]2[CH:62]=[CH:61][O:60][CH:59]=2)=[CH:53][C:52]=1[F:63])([CH3:33])([CH3:32])[CH3:31]. The yield is 0.600. (3) The reactants are [N+:1]([C:4]1[CH:13]=[CH:12][C:7]([C:8]([O:10][CH3:11])=[O:9])=[CH:6][C:5]=1[C:14](=[O:25])[NH:15][C:16]([C:19]1[CH:24]=[CH:23][CH:22]=[CH:21][CH:20]=1)([CH3:18])[CH3:17])([O-])=O. The catalyst is CO.C(OCC)(=O)C.[Pd]. The product is [NH2:1][C:4]1[CH:13]=[CH:12][C:7]([C:8]([O:10][CH3:11])=[O:9])=[CH:6][C:5]=1[C:14](=[O:25])[NH:15][C:16]([C:19]1[CH:20]=[CH:21][CH:22]=[CH:23][CH:24]=1)([CH3:18])[CH3:17]. The yield is 0.990. (4) The reactants are [CH3:1][C:2]([CH3:5])([O-])[CH3:3].[K+].[PH5].C(=O)=[O:9].[CH:11](O)([CH3:13])[CH3:12].O1[CH2:19][CH2:18][CH2:17][CH:16]1[OH:20].O1C[CH2:24][CH2:23][CH2:22]1. The catalyst is [Br-].C[P+](C1C=CC=CC=1)(C1C=CC=CC=1)C1C=CC=CC=1. The product is [CH3:1][C:2]([CH3:5])([C@@H:12]([O:20][CH2:16][C:17]1[CH:18]=[CH:19][CH:24]=[CH:23][CH:22]=1)[CH:11]=[CH2:13])[CH2:3][OH:9]. The yield is 0.580.